From a dataset of Catalyst prediction with 721,799 reactions and 888 catalyst types from USPTO. Predict which catalyst facilitates the given reaction. Reactant: [Cl:1][C:2]1[C:3]([F:31])=[C:4]([C@@H:8]2[C@:12]([C:15]3[CH:20]=[CH:19][C:18]([Cl:21])=[CH:17][C:16]=3[F:22])([C:13]#[N:14])[C@H:11]([CH2:23][C:24]([CH3:27])([CH3:26])[CH3:25])[NH:10][C@H:9]2[C:28](O)=[O:29])[CH:5]=[CH:6][CH:7]=1.CCN(C(C)C)C(C)C.[NH2:41][C:42]1[CH:51]=[CH:50][C:45]([C:46]([NH:48][NH2:49])=[O:47])=[CH:44][CH:43]=1.CN(C(ON1N=NC2C=CC=NC1=2)=[N+](C)C)C.F[P-](F)(F)(F)(F)F. Product: [NH:48]([C:46]([C:45]1[CH:50]=[CH:51][C:42]([NH:41][C:28]([C@H:9]2[C@H:8]([C:4]3[CH:5]=[CH:6][CH:7]=[C:2]([Cl:1])[C:3]=3[F:31])[C@:12]([C:15]3[CH:20]=[CH:19][C:18]([Cl:21])=[CH:17][C:16]=3[F:22])([C:13]#[N:14])[C@H:11]([CH2:23][C:24]([CH3:27])([CH3:26])[CH3:25])[NH:10]2)=[O:29])=[CH:43][CH:44]=1)=[O:47])[NH2:49]. The catalyst class is: 4.